From a dataset of Full USPTO retrosynthesis dataset with 1.9M reactions from patents (1976-2016). Predict the reactants needed to synthesize the given product. (1) Given the product [C:1]([NH:4][C:5]1[N:9]([CH2:10][C:11]([O:13][CH2:14][CH3:15])=[O:12])[N:8]=[C:7]([C:16]2[CH:17]=[CH:18][C:19]([F:22])=[CH:20][CH:21]=2)[C:6]=1[I:23])(=[O:3])[CH3:2], predict the reactants needed to synthesize it. The reactants are: [C:1]([NH:4][C:5]1[N:9]([CH2:10][C:11]([O:13][CH2:14][CH3:15])=[O:12])[N:8]=[C:7]([C:16]2[CH:21]=[CH:20][C:19]([F:22])=[CH:18][CH:17]=2)[CH:6]=1)(=[O:3])[CH3:2].[I:23](O)(=O)=O.II. (2) Given the product [O:41]=[C:32]1[N:31]([C:26]2[CH:27]=[CH:28][C:29]([CH:4]3[CH2:3][CH2:2][C:9](=[O:22])[NH:8][CH2:5]3)=[CH:24][CH:25]=2)[CH2:35][C@H:34]([CH2:36][NH:37][C:38](=[O:40])[CH3:39])[O:33]1, predict the reactants needed to synthesize it. The reactants are: I[C:2]1C=C[C:5]([N:8]2C[C@H](CNC(=O)OC(C)(C)C)O[C:9]2=[O:22])=[CH:4][CH:3]=1.F[C:24]1[CH:25]=[C:26]([N:31]2[CH2:35][C@H:34]([CH2:36][NH:37][C:38](=[O:40])[CH3:39])[O:33][C:32]2=[O:41])[CH:27]=[CH:28][C:29]=1I. (3) Given the product [C:6]([NH:9][C:10]1[C:20]([N+:1]([O-:4])=[O:2])=[CH:19][C:18]([Cl:21])=[CH:17][C:11]=1[CH2:12][O:13][C:14](=[O:16])[CH3:15])(=[O:8])[CH3:7], predict the reactants needed to synthesize it. The reactants are: [N+:1]([O-:4])([O-])=[O:2].[K+].[C:6]([NH:9][C:10]1[CH:20]=[CH:19][C:18]([Cl:21])=[CH:17][C:11]=1[CH2:12][O:13][C:14](=[O:16])[CH3:15])(=[O:8])[CH3:7]. (4) Given the product [NH2:29][C:23]1[CH:22]=[C:21]([C:17]([C:11]2[CH:12]=[CH:13][C:14]([O:15][CH3:16])=[C:9]([O:8][CH2:6][CH3:7])[CH:10]=2)=[CH:18][C:19]#[N:20])[CH:26]=[CH:25][C:24]=1[O:27][CH3:28], predict the reactants needed to synthesize it. The reactants are: O.O.Cl[Sn]Cl.[CH2:6]([O:8][C:9]1[CH:10]=[C:11]([C:17]([C:21]2[CH:26]=[CH:25][C:24]([O:27][CH3:28])=[C:23]([N+:29]([O-])=O)[CH:22]=2)=[CH:18][C:19]#[N:20])[CH:12]=[CH:13][C:14]=1[O:15][CH3:16])[CH3:7].[OH-].[Na+]. (5) Given the product [C:1]([O:5][C:6]([N:8]1[CH2:21][CH2:20][N:19]2[CH:10]([C:11](=[O:24])[NH:12][C:13]3[C:18]2=[N:17][CH:16]=[C:15]([CH2:22][N:53]2[CH2:52][CH2:51][N:50]([C:47]4[CH:46]=[CH:45][C:44]([Cl:43])=[CH:49][CH:48]=4)[CH2:55][CH2:54]2)[CH:14]=3)[CH2:9]1)=[O:7])([CH3:4])([CH3:2])[CH3:3], predict the reactants needed to synthesize it. The reactants are: [C:1]([O:5][C:6]([N:8]1[CH2:21][CH2:20][N:19]2[CH:10]([C:11](=[O:24])[NH:12][C:13]3[C:18]2=[N:17][CH:16]=[C:15]([CH2:22]O)[CH:14]=3)[CH2:9]1)=[O:7])([CH3:4])([CH3:3])[CH3:2].[I-].C(C[P+](C)(C)C)#N.C(N(C(C)C)C(C)C)C.Cl.[Cl:43][C:44]1[CH:49]=[CH:48][C:47]([N:50]2[CH2:55][CH2:54][NH:53][CH2:52][CH2:51]2)=[CH:46][CH:45]=1.